This data is from Full USPTO retrosynthesis dataset with 1.9M reactions from patents (1976-2016). The task is: Predict the reactants needed to synthesize the given product. (1) Given the product [Si:14]([O:21][CH2:22][C@H:23]([NH:24][S:25]([C:27]([CH3:30])([CH3:29])[CH3:28])=[O:26])[C:2]1[CH:7]=[CH:6][C:5]([F:8])=[CH:4][N:3]=1)([C:17]([CH3:20])([CH3:19])[CH3:18])([CH3:16])[CH3:15], predict the reactants needed to synthesize it. The reactants are: Br[C:2]1[CH:7]=[CH:6][C:5]([F:8])=[CH:4][N:3]=1.[Li]C(C)(C)C.[Si:14]([O:21][CH2:22][CH:23]=[N:24][S@@:25]([C:27]([CH3:30])([CH3:29])[CH3:28])=[O:26])([C:17]([CH3:20])([CH3:19])[CH3:18])([CH3:16])[CH3:15].[Li].[NH4+].[Cl-]. (2) Given the product [O:1]=[C:2]([CH2:21][CH2:6][CH2:7][CH2:8][CH2:9][CH2:10][CH2:11][CH2:12][CH2:13][CH2:14][CH2:15][C:16]([OH:18])=[O:17])[CH2:3][CH2:6][CH2:7][CH2:8][CH2:9][CH2:10][CH2:11][CH2:12][CH2:13][CH2:14][CH2:15][C:16]([OH:18])=[O:17], predict the reactants needed to synthesize it. The reactants are: [O-:1][CH2:2][CH3:3].[Na+].Br[CH:6]([CH3:21])[CH2:7][CH2:8][CH2:9][CH2:10][CH2:11][CH2:12][CH2:13][CH2:14][CH2:15][C:16]([O:18]CC)=[O:17].Cl. (3) Given the product [CH:38]([C:26]1[N:27]=[C:28]2[C:33]([C:34]([F:35])([F:37])[F:36])=[CH:32][CH:31]=[CH:30][N:29]2[C:25]=1[C:21]1[CH:20]=[C:19]([CH:24]=[CH:23][CH:22]=1)[O:18][C:14]1[CH:13]=[C:12]([S:9]([CH2:8][CH2:7][CH2:6][NH:42][CH3:41])(=[O:10])=[O:11])[CH:17]=[CH:16][CH:15]=1)([CH3:39])[CH3:40], predict the reactants needed to synthesize it. The reactants are: CS(O[CH2:6][CH2:7][CH2:8][S:9]([C:12]1[CH:17]=[CH:16][CH:15]=[C:14]([O:18][C:19]2[CH:24]=[CH:23][CH:22]=[C:21]([C:25]3[N:29]4[CH:30]=[CH:31][CH:32]=[C:33]([C:34]([F:37])([F:36])[F:35])[C:28]4=[N:27][C:26]=3[CH:38]([CH3:40])[CH3:39])[CH:20]=2)[CH:13]=1)(=[O:11])=[O:10])(=O)=O.[CH3:41][NH2:42].CO. (4) The reactants are: [CH2:1]([N:3]([CH2:15][CH3:16])[C:4]([CH:6]1[CH2:11][CH2:10][CH2:9][N:8]([C:12](=O)N)[CH2:7]1)=[O:5])[CH3:2].[Br:17][C:18]1[N:23]=[C:22](C=O)[CH:21]=[CH:20][CH:19]=1. Given the product [CH2:1]([N:3]([CH2:15][CH3:16])[C:4]([CH:6]1[CH2:11][CH2:10][CH2:9][N:8]([CH2:12][C:22]2[CH:21]=[CH:20][CH:19]=[C:18]([Br:17])[N:23]=2)[CH2:7]1)=[O:5])[CH3:2], predict the reactants needed to synthesize it. (5) Given the product [F:14][C:15]([F:25])([F:26])[O:16][C:17]1[CH:24]=[CH:23][C:20]([CH2:21][N:11]2[CH2:12][CH2:13][N:8]([C:5]3[CH:4]=[CH:3][C:2]([OH:1])=[CH:7][CH:6]=3)[CH2:9][CH2:10]2)=[CH:19][CH:18]=1, predict the reactants needed to synthesize it. The reactants are: [OH:1][C:2]1[CH:7]=[CH:6][C:5]([N:8]2[CH2:13][CH2:12][NH:11][CH2:10][CH2:9]2)=[CH:4][CH:3]=1.[F:14][C:15]([F:26])([F:25])[O:16][C:17]1[CH:24]=[CH:23][C:20]([CH:21]=O)=[CH:19][CH:18]=1.C([BH3-])#N.[Na+].C(=O)([O-])O.[Na+].